Dataset: Reaction yield outcomes from USPTO patents with 853,638 reactions. Task: Predict the reaction yield, written as a fraction of the theoretical maximum amount of product (1.0 means a 100% yield; for example, 0.34 means a 34% yield). (1) The reactants are C(OP([CH2:9][C:10]([O:12][CH2:13][CH3:14])=[O:11])(OCC)=O)C.[H-].[Na+].[CH2:17]([O:21][C:22]1[CH:26]=[C:25]([CH:27]=O)[N:24]([CH2:29][C:30]2[CH:35]=[CH:34][C:33]([Cl:36])=[CH:32][C:31]=2[Cl:37])[N:23]=1)[CH2:18][CH2:19][CH3:20]. The catalyst is CN(C)C=O.O1CCCC1. The product is [CH2:17]([O:21][C:22]1[CH:26]=[C:25](/[CH:27]=[CH:9]/[C:10]([O:12][CH2:13][CH3:14])=[O:11])[N:24]([CH2:29][C:30]2[CH:35]=[CH:34][C:33]([Cl:36])=[CH:32][C:31]=2[Cl:37])[N:23]=1)[CH2:18][CH2:19][CH3:20]. The yield is 1.00. (2) The reactants are Cl[CH2:2][C:3]([N:5]1[C:14]2[C:9](=[CH:10][CH:11]=[CH:12][CH:13]=2)[CH2:8][CH2:7][CH2:6]1)=[O:4].[N+:15]([C:18]1[CH:19]=[CH:20][C:21]2[S:25][C:24]([SH:26])=[N:23][C:22]=2[CH:27]=1)([O-:17])=[O:16]. No catalyst specified. The product is [N:5]1([C:3](=[O:4])[CH2:2][S:26][C:24]2[S:25][C:21]3[CH:20]=[CH:19][C:18]([N+:15]([O-:17])=[O:16])=[CH:27][C:22]=3[N:23]=2)[C:14]2[C:9](=[CH:10][CH:11]=[CH:12][CH:13]=2)[CH2:8][CH2:7][CH2:6]1. The yield is 0.560. (3) The reactants are [NH2:1][C:2]1[C:11]2[C:6](=[C:7](Br)[CH:8]=[CH:9][CH:10]=2)[N:5]=[N:4][C:3]=1[C:13]([NH:15][CH:16]1[CH2:18][CH2:17]1)=[O:14].[CH3:19][O:20][C:21]1[C:26](B(O)O)=[CH:25][CH:24]=[C:23]([O:30][CH3:31])[N:22]=1. No catalyst specified. The product is [NH2:1][C:2]1[C:11]2[C:6](=[C:7]([C:26]3[C:21]([O:20][CH3:19])=[N:22][C:23]([O:30][CH3:31])=[CH:24][CH:25]=3)[CH:8]=[CH:9][CH:10]=2)[N:5]=[N:4][C:3]=1[C:13]([NH:15][CH:16]1[CH2:18][CH2:17]1)=[O:14]. The yield is 0.770. (4) The reactants are [O-]CC.[Na+].[CH:5]([C:7]1[S:11][C:10]([CH3:12])=[C:9]([N:13]([CH3:22])[S:14]([C:17]2[S:18][CH:19]=[CH:20][CH:21]=2)(=[O:16])=[O:15])[CH:8]=1)=O.[N:23]([CH2:26][C:27]([O:29][CH2:30][CH3:31])=[O:28])=[N+]=[N-].[Cl-].[NH4+]. The catalyst is C(O)C. The product is [CH3:12][C:10]1[S:11][C:7]2[CH:5]=[C:26]([C:27]([O:29][CH2:30][CH3:31])=[O:28])[NH:23][C:8]=2[C:9]=1[N:13]([CH3:22])[S:14]([C:17]1[S:18][CH:19]=[CH:20][CH:21]=1)(=[O:16])=[O:15]. The yield is 0.270. (5) The reactants are [OH2:1].F[C:3]1[CH:4]=[CH:5][C:6]([NH:9][NH2:10])=N[CH:8]=1.C(OC(C[CH2:19][N:20]1CCC[C@H]1C(O)=O)=O)(C)(C)C. The catalyst is CN(C=O)C.C(Cl)CCl. The product is [CH:3]1[CH:4]=[CH:5][C:6]2[N:9]([OH:1])[N:10]=[N:20][C:19]=2[CH:8]=1. The yield is 0.990. (6) The reactants are [NH2:1][C:2]1[CH:7]=[CH:6][C:5]([S:8]([N:11]([CH3:13])[CH3:12])(=[O:10])=[O:9])=[CH:4][CH:3]=1.[CH:14]1([C:17]2[CH:21]=[C:20]([NH:22][C:23]3C=CC(S(N)(=O)=O)=[C:25]([NH:33][C:34]4[N:39]=CC=CN=4)[CH:24]=3)[NH:19][N:18]=2)[CH2:16][CH2:15]1. No catalyst specified. The product is [CH:14]1([C:17]2[CH:21]=[C:20]([NH:22][C:23]3[CH:24]=[CH:25][N:33]=[C:34]([NH:1][C:2]4[CH:7]=[CH:6][C:5]([S:8]([N:11]([CH3:13])[CH3:12])(=[O:10])=[O:9])=[CH:4][CH:3]=4)[N:39]=3)[NH:19][N:18]=2)[CH2:16][CH2:15]1. The yield is 0.0980. (7) The reactants are C(OC(O[CH2:8][CH3:9])CBr)C.C(=O)(O)[O-].[Na+].[Cl:15][C:16]1[N:21]=[N:20][C:19]([NH2:22])=[CH:18][CH:17]=1. The catalyst is C(O)C. The product is [Cl:15][C:16]1[CH:17]=[CH:18][C:19]2[N:20]([CH:8]=[CH:9][N:22]=2)[N:21]=1. The yield is 0.852. (8) The reactants are [NH2:1][CH2:2][C:3]1[CH:8]=[CH:7][N:6]=[CH:5][CH:4]=1.[Br:9][C:10]1[S:14][C:13]([S:15](Cl)(=[O:17])=[O:16])=[CH:12][CH:11]=1.C(N(CC)CC)C. The catalyst is C1COCC1. The product is [N:6]1[CH:7]=[CH:8][C:3]([CH2:2][NH:1][S:15]([C:13]2[S:14][C:10]([Br:9])=[CH:11][CH:12]=2)(=[O:17])=[O:16])=[CH:4][CH:5]=1. The yield is 0.950.